Binary Classification. Given a drug SMILES string, predict its activity (active/inactive) in a high-throughput screening assay against a specified biological target. From a dataset of HIV replication inhibition screening data with 41,000+ compounds from the AIDS Antiviral Screen. (1) The compound is [N-]=[N+]=Nc1ccccc1-[n+]1noc([O-])c1Br. The result is 0 (inactive). (2) The result is 0 (inactive). The molecule is O=C(NC(Cc1c[nH]cn1)C(=O)N1CCCC1)C1CCCC1.